Regression. Given a peptide amino acid sequence and an MHC pseudo amino acid sequence, predict their binding affinity value. This is MHC class I binding data. From a dataset of Peptide-MHC class I binding affinity with 185,985 pairs from IEDB/IMGT. (1) The peptide sequence is GTATLRLVK. The MHC is HLA-A03:01 with pseudo-sequence HLA-A03:01. The binding affinity (normalized) is 0.858. (2) The peptide sequence is DEKPKVMEG. The MHC is HLA-A30:01 with pseudo-sequence HLA-A30:01. The binding affinity (normalized) is 0.0847. (3) The peptide sequence is FSQQPQQTF. The MHC is HLA-A01:01 with pseudo-sequence HLA-A01:01. The binding affinity (normalized) is 0.221. (4) The peptide sequence is WTEMAEAEY. The MHC is Mamu-A02 with pseudo-sequence Mamu-A02. The binding affinity (normalized) is 0.694. (5) The peptide sequence is HPNPKGFCDL. The MHC is HLA-B07:02 with pseudo-sequence HLA-B07:02. The binding affinity (normalized) is 0.365. (6) The peptide sequence is ELLNYCVSLF. The MHC is HLA-A30:02 with pseudo-sequence HLA-A30:02. The binding affinity (normalized) is 0.00698. (7) The peptide sequence is RHVKPTGSAVVGLSM. The MHC is HLA-A02:06 with pseudo-sequence HLA-A02:06. The binding affinity (normalized) is 0. (8) The peptide sequence is FVVFLLVTL. The MHC is HLA-A02:01 with pseudo-sequence HLA-A02:01. The binding affinity (normalized) is 0.378.